This data is from Reaction yield outcomes from USPTO patents with 853,638 reactions. The task is: Predict the reaction yield, written as a fraction of the theoretical maximum amount of product (1.0 means a 100% yield; for example, 0.34 means a 34% yield). (1) The reactants are [Cl:1][C:2]1[CH:3]=[C:4]([CH:26]=[CH:27][CH:28]=1)[O:5][C:6]1[CH:15]=[CH:14][C:13]2[NH:12][CH:11]([CH:16]3[CH2:21][CH2:20][CH2:19][CH2:18][CH2:17]3)[CH:10]3[CH2:22][CH2:23][CH2:24][O:25][CH:9]3[C:8]=2[CH:7]=1.Cl. The catalyst is CC(C)=O. The product is [ClH:1].[Cl:1][C:2]1[CH:3]=[C:4]([CH:26]=[CH:27][CH:28]=1)[O:5][C:6]1[CH:15]=[CH:14][C:13]2[NH:12][CH:11]([CH:16]3[CH2:17][CH2:18][CH2:19][CH2:20][CH2:21]3)[CH:10]3[CH2:22][CH2:23][CH2:24][O:25][CH:9]3[C:8]=2[CH:7]=1. The yield is 0.790. (2) The reactants are Cl[C:2]1[N:7]=[C:6]([C:8]2[S:12][C:11]([CH:13]([CH3:15])[CH3:14])=[N:10][C:9]=2[C:16]2[CH:17]=[CH:18][C:19]([F:34])=[C:20]([NH:22][S:23]([C:26]3[CH:31]=[C:30]([F:32])[CH:29]=[CH:28][C:27]=3[F:33])(=[O:25])=[O:24])[CH:21]=2)[CH:5]=[CH:4][N:3]=1.[CH3:35][C:36]1([CH3:45])[CH2:41][CH:40]([NH2:42])[CH2:39][C:38]([CH3:44])([CH3:43])[NH:37]1. No catalyst specified. The product is [F:33][C:27]1[CH:28]=[CH:29][C:30]([F:32])=[CH:31][C:26]=1[S:23]([NH:22][C:20]1[CH:21]=[C:16]([C:9]2[N:10]=[C:11]([CH:13]([CH3:15])[CH3:14])[S:12][C:8]=2[C:6]2[CH:5]=[CH:4][N:3]=[C:2]([NH:42][CH:40]3[CH2:41][C:36]([CH3:45])([CH3:35])[NH:37][C:38]([CH3:44])([CH3:43])[CH2:39]3)[N:7]=2)[CH:17]=[CH:18][C:19]=1[F:34])(=[O:25])=[O:24]. The yield is 0.290.